This data is from Forward reaction prediction with 1.9M reactions from USPTO patents (1976-2016). The task is: Predict the product of the given reaction. (1) The product is: [Cl:14][C:4]1[C:5]([CH2:9][O:10][CH2:11][O:12][CH3:13])=[CH:6][C:7]([F:8])=[CH:2][N:3]=1. Given the reactants Cl[C:2]1[C:7]([F:8])=[CH:6][C:5]([CH2:9][O:10][CH2:11][O:12][CH3:13])=[C:4]([Cl:14])[N:3]=1.O.C(OCC)(=O)C, predict the reaction product. (2) Given the reactants [Cl:1][C:2]1[C:3]2[CH:29]=[CH:28][CH:27]=[CH:26][C:4]=2[S:5][C:6]=1[C:7]([NH:9][C:10]1[CH:15]=[CH:14][C:13]([C:16](=[O:25])[C:17]2[CH:22]=[CH:21][C:20]([O:23]C)=[CH:19][CH:18]=2)=[CH:12][CH:11]=1)=[O:8].B(Br)(Br)Br, predict the reaction product. The product is: [Cl:1][C:2]1[C:3]2[CH:29]=[CH:28][CH:27]=[CH:26][C:4]=2[S:5][C:6]=1[C:7]([NH:9][C:10]1[CH:15]=[CH:14][C:13]([C:16](=[O:25])[C:17]2[CH:22]=[CH:21][C:20]([OH:23])=[CH:19][CH:18]=2)=[CH:12][CH:11]=1)=[O:8]. (3) Given the reactants BrC1C=C(C=CC=1C#N)COC1C=CC=CC=1CC(OC(C)(C)C)=O.[Br:26][C:27]1[CH:28]=[CH:29][C:30]([OH:39])=[C:31]([CH2:33][C:34]([O:36][CH2:37][CH3:38])=[O:35])[CH:32]=1.O[CH2:41][C:42]1[CH:43]=[C:44]([C:48]2[CH:53]=[CH:52][CH:51]=[C:50]([CH2:54][NH:55][C:56](=[O:62])[O:57][C:58]([CH3:61])([CH3:60])[CH3:59])[CH:49]=2)[CH:45]=[CH:46][CH:47]=1, predict the reaction product. The product is: [Br:26][C:27]1[CH:28]=[CH:29][C:30]([O:39][CH2:41][C:42]2[CH:43]=[C:44]([C:48]3[CH:53]=[CH:52][CH:51]=[C:50]([CH2:54][NH:55][C:56]([O:57][C:58]([CH3:61])([CH3:60])[CH3:59])=[O:62])[CH:49]=3)[CH:45]=[CH:46][CH:47]=2)=[C:31]([CH2:33][C:34]([O:36][CH2:37][CH3:38])=[O:35])[CH:32]=1. (4) Given the reactants [CH2:1]([C:4]1([CH2:22][CH:23]=C)[C:12]2[C:7](=[N:8][CH:9]=[CH:10][CH:11]=2)[N:6]([CH2:13][O:14][CH2:15][CH2:16][Si:17]([CH3:20])([CH3:19])[CH3:18])[C:5]1=[O:21])[CH:2]=C, predict the reaction product. The product is: [CH3:20][Si:17]([CH3:18])([CH3:19])[CH2:16][CH2:15][O:14][CH2:13][N:6]1[C:7]2=[N:8][CH:9]=[CH:10][CH:11]=[C:12]2[C:4]2([CH2:1][CH:2]=[CH:23][CH2:22]2)[C:5]1=[O:21]. (5) Given the reactants Br[C:2]1[CH:9]=[CH:8][C:5]([C:6]#[N:7])=[CH:4][CH:3]=1.C([Li])CCC.[O:15]1[CH2:18][C:17](=[N:19][S:20]([C:22]([CH3:25])([CH3:24])[CH3:23])=[O:21])[CH2:16]1.C([O-])(O)=O.[Na+], predict the reaction product. The product is: [C:6]([C:5]1[CH:8]=[CH:9][C:2]([C:17]2([NH:19][S:20]([C:22]([CH3:25])([CH3:24])[CH3:23])=[O:21])[CH2:16][O:15][CH2:18]2)=[CH:3][CH:4]=1)#[N:7]. (6) Given the reactants [Cl:1][C:2]1[CH:3]=[CH:4][C:5]2[N:11]3[CH:12]=[CH:13][CH:14]=[C:10]3[C@@H:9]([CH2:15][CH2:16][C:17](O)=[O:18])[O:8][C@H:7]([C:20]3[CH:25]=[CH:24][CH:23]=[C:22]([O:26][CH3:27])[C:21]=3[O:28][CH3:29])[C:6]=2[CH:30]=1.ON1C2C=CC=CC=2N=N1.Cl.[NH2:42][CH:43]1[CH2:48][CH2:47][CH:46]([C:49]([O:51][CH3:52])=[O:50])[CH2:45][CH2:44]1.Cl.C(N=C=NCCCN(C)C)C, predict the reaction product. The product is: [Cl:1][C:2]1[CH:3]=[CH:4][C:5]2[N:11]3[CH:12]=[CH:13][CH:14]=[C:10]3[C@@H:9]([CH2:15][CH2:16][C:17]([NH:42][CH:43]3[CH2:44][CH2:45][CH:46]([C:49]([O:51][CH3:52])=[O:50])[CH2:47][CH2:48]3)=[O:18])[O:8][C@H:7]([C:20]3[CH:25]=[CH:24][CH:23]=[C:22]([O:26][CH3:27])[C:21]=3[O:28][CH3:29])[C:6]=2[CH:30]=1. (7) Given the reactants [CH2:1]([O:8][C:9]([N:11]([CH2:32][C:33]([N:35]1[CH2:39][C@@H:38]([F:40])[CH2:37][C@H:36]1[C:41]#[N:42])=[O:34])[C:12]12[CH2:19][CH2:18][C:15]([C:20](ON3C4C=CC=CC=4N=N3)=[O:21])([CH2:16][CH2:17]1)[CH2:14][CH2:13]2)=[O:10])[C:2]1[CH:7]=[CH:6][CH:5]=[CH:4][CH:3]=1.[CH2:43]([NH2:48])[CH2:44][CH2:45][CH2:46][CH3:47], predict the reaction product. The product is: [CH2:1]([O:8][C:9]([N:11]([CH2:32][C:33]([N:35]1[CH2:39][C@@H:38]([F:40])[CH2:37][C@H:36]1[C:41]#[N:42])=[O:34])[C:12]12[CH2:13][CH2:14][C:15]([C:20]([NH:48][CH2:43][CH2:44][CH2:45][CH2:46][CH3:47])=[O:21])([CH2:18][CH2:19]1)[CH2:16][CH2:17]2)=[O:10])[C:2]1[CH:3]=[CH:4][CH:5]=[CH:6][CH:7]=1.